Task: Predict which catalyst facilitates the given reaction.. Dataset: Catalyst prediction with 721,799 reactions and 888 catalyst types from USPTO The catalyst class is: 51. Reactant: Cl[C:2]1[C:11]2[CH2:10][CH2:9][CH2:8][CH2:7][C:6]=2[N:5]=[C:4]([NH2:12])[N:3]=1.C(N(CC)CC)C.[CH:20]1([CH2:26][NH2:27])[CH2:25][CH2:24][CH2:23][CH2:22][CH2:21]1. Product: [NH2:12][C:4]1[N:3]=[C:2]([NH:27][CH2:26][CH:20]2[CH2:25][CH2:24][CH2:23][CH2:22][CH2:21]2)[C:11]2[CH2:10][CH2:9][CH2:8][CH2:7][C:6]=2[N:5]=1.